From a dataset of Peptide-MHC class I binding affinity with 185,985 pairs from IEDB/IMGT. Regression. Given a peptide amino acid sequence and an MHC pseudo amino acid sequence, predict their binding affinity value. This is MHC class I binding data. (1) The MHC is HLA-A24:02 with pseudo-sequence HLA-A24:02. The peptide sequence is RLMRTNFLI. The binding affinity (normalized) is 0.717. (2) The peptide sequence is FSFKYAAAF. The MHC is Mamu-A2201 with pseudo-sequence Mamu-A2201. The binding affinity (normalized) is 0.402.